Dataset: Forward reaction prediction with 1.9M reactions from USPTO patents (1976-2016). Task: Predict the product of the given reaction. (1) Given the reactants C(OC([N:8]1[CH2:13][CH2:12][CH2:11][CH2:10][C@@H:9]1[CH2:14][O:15][C:16]1[C:25]2[C:24]([NH2:26])=[N:23][S:22](=[O:28])(=[O:27])[NH:21][C:20]=2[CH:19]=[CH:18][CH:17]=1)=O)(C)(C)C.[ClH:29], predict the reaction product. The product is: [ClH:29].[NH2:26][C:24]1[C:25]2[C:16]([O:15][CH2:14][C@H:9]3[CH2:10][CH2:11][CH2:12][CH2:13][NH2+:8]3)=[CH:17][CH:18]=[CH:19][C:20]=2[NH:21][S:22](=[O:27])(=[O:28])[N:23]=1. (2) Given the reactants [OH:1][C:2]1[CH:7]=[CH:6][C:5]([N:8]2[C:13](=[O:14])[C:12]([CH2:15][C:16]3[CH:21]=[CH:20][C:19]([C:22]4[C:23]([C:28]#[N:29])=[CH:24][CH:25]=[CH:26][CH:27]=4)=[CH:18][CH:17]=3)=[C:11]([CH2:30][CH2:31][CH3:32])[N:10]3[N:33]=[CH:34][CH:35]=[C:9]23)=[CH:4][CH:3]=1.[CH3:36][C@@H:37]1[O:39][C@H:38]1[CH3:40].C(=O)([O-])[O-].[Cs+].[Cs+].C(OCC)(=O)C, predict the reaction product. The product is: [OH:39][C@@H:38]([CH3:40])[C@H:37]([O:1][C:2]1[CH:3]=[CH:4][C:5]([N:8]2[C:13](=[O:14])[C:12]([CH2:15][C:16]3[CH:21]=[CH:20][C:19]([C:22]4[C:23]([C:28]#[N:29])=[CH:24][CH:25]=[CH:26][CH:27]=4)=[CH:18][CH:17]=3)=[C:11]([CH2:30][CH2:31][CH3:32])[N:10]3[N:33]=[CH:34][CH:35]=[C:9]23)=[CH:6][CH:7]=1)[CH3:36]. (3) Given the reactants [CH:1]1([N:7]=[C:8]=[N:9][CH:10]2[CH2:15][CH2:14][CH2:13][CH2:12][CH2:11]2)[CH2:6][CH2:5][CH2:4][CH2:3][CH2:2]1.[OH2:16], predict the reaction product. The product is: [C:8]([NH:7][CH:1]1[CH2:2][CH2:3][CH2:4][CH2:5][CH2:6]1)([NH:9][CH:10]1[CH2:15][CH2:14][CH2:13][CH2:12][CH2:11]1)=[O:16]. (4) Given the reactants [CH3:1][O:2][C:3]1[CH:4]=[CH:5][C:6]2[C:12](=[O:13])[CH2:11][CH2:10][CH2:9][CH2:8][C:7]=2[CH:14]=1.CC(C)([O-])C.[Na+].Cl[C:22]1[CH:27]=[C:26]([O:28]C)[CH:25]=[CH:24][C:23]=1[F:30].O, predict the reaction product. The product is: [F:30][C:23]1[CH:24]=[CH:25][C:26]([OH:28])=[CH:27][C:22]=1[CH:11]1[CH2:10][CH2:9][CH2:8][C:7]2[CH:14]=[C:3]([O:2][CH3:1])[CH:4]=[CH:5][C:6]=2[C:12]1=[O:13]. (5) Given the reactants [OH:1][C@H:2]1[CH2:7][CH2:6][C@H:5]([N:8]2[C:13](=[O:14])[C:12]([CH:15]([C:17]3[CH:22]=[CH:21][C:20]([C:23]4[C:24]([C:29]#[N:30])=[CH:25][CH:26]=[CH:27][CH:28]=4)=[CH:19][CH:18]=3)[CH3:16])=[C:11]([CH2:31][CH2:32][CH3:33])[N:10]3[N:34]=[CH:35][CH:36]=[C:9]23)[CH2:4][CH2:3]1.C(OC(=O)C=[N+:42]=[N-])C.[C:45]([O:48]CC)(=[O:47])C.[OH2:51].[C:52]1([CH3:58])[CH:57]=CC=C[CH:53]=1, predict the reaction product. The product is: [OH:51][C:52]([CH3:58])([CH3:57])[CH2:53][O:1][C@H:2]1[CH2:3][CH2:4][C@H:5]([N:8]2[C:13](=[O:14])[C:12]([CH:15]([C:17]3[CH:22]=[CH:21][C:20]([C:23]4[CH:28]=[CH:27][CH:26]=[CH:25][C:24]=4[C:29]4[NH:42][C:45](=[O:47])[O:48][N:30]=4)=[CH:19][CH:18]=3)[CH3:16])=[C:11]([CH2:31][CH2:32][CH3:33])[N:10]3[N:34]=[CH:35][CH:36]=[C:9]23)[CH2:6][CH2:7]1. (6) Given the reactants [CH3:1][O:2][C:3](=[O:31])[C:4]1[CH:9]=[C:8]([N:10]2[CH:14]=[C:13]([C:15]3[CH:20]=[CH:19][C:18]([CH2:21][O:22][CH3:23])=[CH:17][CH:16]=3)[N:12]=[CH:11]2)[C:7]([C:24]([F:27])([F:26])[F:25])=[CH:6][C:5]=1[N+:28]([O-])=[O:29], predict the reaction product. The product is: [CH3:1][O:2][C:3](=[O:31])[C:4]1[CH:9]=[C:8]([N:10]2[CH:14]=[C:13]([C:15]3[CH:16]=[CH:17][C:18]([CH2:21][O:22][CH3:23])=[CH:19][CH:20]=3)[N:12]=[CH:11]2)[C:7]([C:24]([F:25])([F:26])[F:27])=[CH:6][C:5]=1[NH:28][OH:29].